From a dataset of Reaction yield outcomes from USPTO patents with 853,638 reactions. Predict the reaction yield, written as a fraction of the theoretical maximum amount of product (1.0 means a 100% yield; for example, 0.34 means a 34% yield). (1) The reactants are [C:1]1([C:7]2([CH2:12][N:13]3C(=O)C4C(=CC=CC=4)C3=O)[O:11][CH2:10][CH2:9][O:8]2)[CH:6]=[CH:5][CH:4]=[CH:3][CH:2]=1.NN. The catalyst is CCO. The product is [C:1]1([C:7]2([CH2:12][NH2:13])[O:11][CH2:10][CH2:9][O:8]2)[CH:2]=[CH:3][CH:4]=[CH:5][CH:6]=1. The yield is 0.970. (2) The reactants are [F:1][C:2]1[CH:3]=[C:4]([CH2:9][CH:10]([NH:14][C:15](=[O:21])[O:16][C:17]([CH3:20])([CH3:19])[CH3:18])[CH:11]2[CH2:13][O:12]2)[CH:5]=[C:6]([F:8])[CH:7]=1.[CH2:22]([C:27]1[N:28]=[C:29]([C:32]2([NH2:35])[CH2:34][CH2:33]2)[S:30][CH:31]=1)[C:23]([CH3:26])([CH3:25])[CH3:24]. The catalyst is C(O)(C)C. The product is [F:1][C:2]1[CH:3]=[C:4]([CH2:9][C@H:10]([NH:14][C:15](=[O:21])[O:16][C:17]([CH3:20])([CH3:19])[CH3:18])[C@H:11]([OH:12])[CH2:13][NH:35][C:32]2([C:29]3[S:30][CH:31]=[C:27]([CH2:22][C:23]([CH3:26])([CH3:25])[CH3:24])[N:28]=3)[CH2:33][CH2:34]2)[CH:5]=[C:6]([F:8])[CH:7]=1. The yield is 0.740. (3) The reactants are [CH3:1][C:2](C)([C:6]([O-:8])=[O:7])[C:3]([O-:5])=O.[H-].[Na+].[C:12]12[C:18](=[CH:19][CH:20]=[CH:21][CH:22]=1)[NH:17]C(=O)OC2=O.[C:24](Cl)(=O)C(Cl)=O.[Na+].[Cl-:31]. The catalyst is CN(C=O)C. The product is [Cl:31][C:1]1[C:19]2[C:18](=[CH:12][CH:22]=[CH:21][CH:20]=2)[NH:17][C:3](=[O:5])[C:2]=1[C:6]([O:8][CH3:24])=[O:7]. The yield is 0.320. (4) The reactants are [Br:1][C:2]1[CH:6]=[CH:5][S:4][C:3]=1[C:7]([NH2:9])=O.COC(OC)[N:13]([CH3:15])C.C1(C)C=CC=CC=1.C(O)(=O)C.[NH2:29]N. No catalyst specified. The product is [Br:1][C:2]1[CH:6]=[CH:5][S:4][C:3]=1[C:7]1[NH:9][CH:15]=[N:13][N:29]=1. The yield is 0.856. (5) The reactants are [CH3:1][N:2]([CH3:16])[C:3]1[S:4][C@H:5]2[O:11][C@H:10]([CH2:12][OH:13])[C@@H:9]([OH:14])[C@H:8]([OH:15])[C@H:6]2[N:7]=1.[C:17](Cl)(=[O:24])[C:18]1[CH:23]=[CH:22][CH:21]=[CH:20][CH:19]=1. The catalyst is N1C=CC=CC=1.ClCCl. The product is [C:17]([O:13][CH2:12][C@H:10]1[O:11][C@H:5]2[C@H:6]([N:7]=[C:3]([N:2]([CH3:16])[CH3:1])[S:4]2)[C@@H:8]([OH:15])[C@@H:9]1[OH:14])(=[O:24])[C:18]1[CH:23]=[CH:22][CH:21]=[CH:20][CH:19]=1. The yield is 0.630.